From a dataset of Reaction yield outcomes from USPTO patents with 853,638 reactions. Predict the reaction yield, written as a fraction of the theoretical maximum amount of product (1.0 means a 100% yield; for example, 0.34 means a 34% yield). The reactants are Cl.[C:2]([C:6]1[CH:16]=[CH:15][CH:14]=[CH:13][C:7]=1[O:8][CH2:9][CH2:10][NH:11][CH3:12])([CH3:5])([CH3:4])[CH3:3].[N:17]1[C:18]([C:26]([OH:28])=O)=[CH:19][N:20]2[C:25]=1[CH:24]=[CH:23][CH:22]=[N:21]2. No catalyst specified. The product is [C:2]([C:6]1[CH:16]=[CH:15][CH:14]=[CH:13][C:7]=1[O:8][CH2:9][CH2:10][N:11]([CH3:12])[C:26]([C:18]1[N:17]=[C:25]2[CH:24]=[CH:23][CH:22]=[N:21][N:20]2[CH:19]=1)=[O:28])([CH3:5])([CH3:3])[CH3:4]. The yield is 0.330.